Task: Predict the product of the given reaction.. Dataset: Forward reaction prediction with 1.9M reactions from USPTO patents (1976-2016) (1) The product is: [CH3:13][O:12][C:9]1[N:10]=[C:11]2[C:6](=[CH:7][CH:8]=1)[N:5]=[CH:4][C:3]1[O:31][CH2:30][CH:29]([CH:26]3[CH2:25][CH2:24][CH:23]([NH:22][C:21]([C:41]4[CH:42]=[CH:43][C:37]5[O:36][CH2:35][C:34](=[O:33])[NH:39][C:38]=5[CH:40]=4)=[O:32])[CH2:28][CH2:27]3)[CH2:14][C:2]2=1. Given the reactants O[C:2]1([CH:14]=O)[C:11]2[C:6](=[CH:7][CH:8]=[C:9]([O:12][CH3:13])[N:10]=2)[N:5]=[CH:4][CH2:3]1.C(O[C:21](=[O:32])[NH:22][CH:23]1[CH2:28][CH2:27][CH:26]([CH2:29][CH:30]=[O:31])[CH2:25][CH2:24]1)(C)(C)C.[O:33]=[C:34]1[NH:39][C:38]2[CH:40]=[C:41](C(O)=O)[CH:42]=[CH:43][C:37]=2[O:36][CH2:35]1, predict the reaction product. (2) Given the reactants [F:1][C:2]1[CH:22]=[CH:21][C:5]([C:6]([C:19]#[N:20])=[N:7]OS(C2C=CC(C)=CC=2)(=O)=O)=[CH:4][CH:3]=1.C(N(CC)CC)C.[SH:30][CH2:31][C:32]([O:34][CH2:35][CH3:36])=[O:33], predict the reaction product. The product is: [NH2:20][C:19]1[C:6]([C:5]2[CH:4]=[CH:3][C:2]([F:1])=[CH:22][CH:21]=2)=[N:7][S:30][C:31]=1[C:32]([O:34][CH2:35][CH3:36])=[O:33]. (3) Given the reactants [OH:1][CH:2]([C:19]1[CH:20]=[C:21]2[C:26](=[CH:27][CH:28]=1)[C:25](=[O:29])[O:24][C@H:23]([CH3:30])[CH2:22]2)[CH2:3][N:4]1[CH2:9][CH2:8][N:7]([C:10]([O:12]C(C)(C)C)=[O:11])[CH2:6][C@H:5]1[CH2:17][OH:18].FC(F)(F)C(O)=O.C(N(CC)CC)C.ClC(O[CH2:49][C:50]1[CH:55]=[CH:54][CH:53]=[CH:52][CH:51]=1)=O, predict the reaction product. The product is: [OH:1][CH:2]([C:19]1[CH:20]=[C:21]2[C:26](=[CH:27][CH:28]=1)[C:25](=[O:29])[O:24][C@H:23]([CH3:30])[CH2:22]2)[CH2:3][N:4]1[CH2:9][CH2:8][N:7]([C:10]([O:12][CH2:49][C:50]2[CH:55]=[CH:54][CH:53]=[CH:52][CH:51]=2)=[O:11])[CH2:6][C@H:5]1[CH2:17][OH:18]. (4) Given the reactants [Cl:1][C:2]1[CH:7]=[C:6]([C:8]#[C:9][C:10]2[N:11]=[C:12]([CH3:15])[NH:13][CH:14]=2)[CH:5]=[CH:4][N:3]=1.F[C:17]1[CH:22]=[CH:21][C:20]([CH3:23])=[CH:19][N:18]=1, predict the reaction product. The product is: [Cl:1][C:2]1[CH:7]=[C:6]([C:8]#[C:9][C:10]2[N:11]=[C:12]([CH3:15])[N:13]([C:17]3[CH:22]=[CH:21][C:20]([CH3:23])=[CH:19][N:18]=3)[CH:14]=2)[CH:5]=[CH:4][N:3]=1. (5) Given the reactants C([C:3]1[CH:4]=[C:5]2[C:9](=[CH:10][CH:11]=1)[N:8]([CH:12]1[CH2:17][CH2:16][CH2:15][CH2:14][O:13]1)[N:7]=[C:6]2[C:18]1[CH:19]=[C:20]([CH:24]=[CH:25][CH:26]=1)[C:21]([OH:23])=O)#N.[F:27][C:28]1[CH:34]=[CH:33][C:31]([NH2:32])=[CH:30][CH:29]=1.C1C=CC2N([OH:44])N=[N:41][C:39]=2C=1.CCN=C=NCC[CH2:52][N:53]([CH3:55])[CH3:54].Cl, predict the reaction product. The product is: [C:39]([CH:15]1[CH2:14][O:13][CH:12]([N:8]2[C:9]3[C:5](=[CH:4][CH:3]=[CH:11][CH:10]=3)[C:6]([C:18]3[CH:19]=[C:20]([C:21]([NH:32][C:31]4[CH:33]=[CH:34][C:28]([F:27])=[CH:29][CH:30]=4)=[O:23])[CH:24]=[CH:25][CH:26]=3)=[N:7]2)[CH2:17][CH2:16]1)#[N:41].[CH3:55][N:53]([CH:52]=[O:44])[CH3:54].